This data is from Catalyst prediction with 721,799 reactions and 888 catalyst types from USPTO. The task is: Predict which catalyst facilitates the given reaction. (1) Reactant: [H-].[Na+].[Br:3][C:4]1[CH:9]=[CH:8][C:7]([OH:10])=[CH:6][CH:5]=1.Cl.Cl[CH2:13][CH2:14][N:15]1[CH2:21][CH2:20][CH2:19][CH2:18][CH2:17][CH2:16]1.[I-].[Na+]. Product: [Br:3][C:4]1[CH:9]=[CH:8][C:7]([O:10][CH2:13][CH2:14][N:15]2[CH2:21][CH2:20][CH2:19][CH2:18][CH2:17][CH2:16]2)=[CH:6][CH:5]=1. The catalyst class is: 35. (2) Reactant: [CH2:1]([C:3]1[C:8](=[O:9])[N:7]2[N:10]=[CH:11][C:12]([C:13]([NH:15][NH:16][C:17](=[O:21])[C:18]([O-:20])=[O:19])=O)=[C:6]2[NH:5][C:4]=1[CH3:22])[CH3:2].CN(C=O)C.[CH3:28][C:29]1C=CC(S(Cl)(=O)=O)=CC=1.C(N(CC)CC)C. Product: [CH2:1]([C:3]1[C:8](=[O:9])[N:7]2[N:10]=[CH:11][C:12]([C:13]3[O:21][C:17]([C:18]([O:20][CH2:28][CH3:29])=[O:19])=[N:16][N:15]=3)=[C:6]2[NH:5][C:4]=1[CH3:22])[CH3:2]. The catalyst class is: 4. (3) Reactant: [C:1]([O:5][C:6]([NH:8][CH2:9][CH2:10][CH2:11][C:12]([OH:14])=O)=[O:7])([CH3:4])([CH3:3])[CH3:2].C[NH3+].F[P-](F)(F)(F)(F)F.N1(OC(N(C)C)=[N+](C)C)C2N=CC=CC=2N=N1.F[P-](F)(F)(F)(F)F.CCN(CC)CC.[N:55]1([C:61]2[N:66]=[CH:65][C:64](Br)=[CH:63][N:62]=2)[CH2:60][CH2:59][NH:58][CH2:57][CH2:56]1. Product: [O:14]=[C:12]([N:58]1[CH2:59][CH2:60][N:55]([C:61]2[N:62]=[CH:63][CH:64]=[CH:65][N:66]=2)[CH2:56][CH2:57]1)[CH2:11][CH2:10][CH2:9][NH:8][C:6](=[O:7])[O:5][C:1]([CH3:2])([CH3:3])[CH3:4]. The catalyst class is: 4. (4) Reactant: [CH2:1]([N:8]([CH3:21])[CH2:9][C:10]1[N:19]=[C:18](Cl)[C:17]2[C:12](=[CH:13][CH:14]=[CH:15][CH:16]=2)[N:11]=1)[C:2]1[CH:7]=[CH:6][CH:5]=[CH:4][CH:3]=1.[CH3:22][N:23]([CH3:28])[CH2:24][CH2:25][CH2:26][NH2:27]. Product: [CH3:22][N:23]([CH3:28])[CH2:24][CH2:25][CH2:26][NH:27][C:18]1[C:17]2[C:12](=[CH:13][CH:14]=[CH:15][CH:16]=2)[N:11]=[C:10]([CH2:9][N:8]([CH3:21])[CH2:1][C:2]2[CH:7]=[CH:6][CH:5]=[CH:4][CH:3]=2)[N:19]=1. The catalyst class is: 8. (5) Reactant: [OH-].[Na+].[CH2:3]([O:5][C:6]1[CH:7]=[C:8]2[C:13](=[CH:14][CH:15]=1)[CH:12]([C:16]([O:18]CC)=[O:17])[N:11]([C:21]([O:23][C:24]([CH3:27])([CH3:26])[CH3:25])=[O:22])[CH2:10][CH2:9]2)[CH3:4].CCO. Product: [C:24]([O:23][C:21]([N:11]1[CH2:10][CH2:9][C:8]2[C:13](=[CH:14][CH:15]=[C:6]([O:5][CH2:3][CH3:4])[CH:7]=2)[CH:12]1[C:16]([OH:18])=[O:17])=[O:22])([CH3:25])([CH3:26])[CH3:27]. The catalyst class is: 1. (6) Reactant: [Cl:1][C:2]1[CH:28]=[CH:27][C:5]([CH2:6][NH:7][CH:8]([CH2:14][CH2:15][CH2:16][CH2:17][B:18]2[O:22]C(C)(C)C(C)(C)[O:19]2)[C:9]([O:11]CC)=[O:10])=[CH:4][CH:3]=1. Product: [ClH:1].[B:18]([CH2:17][CH2:16][CH2:15][CH2:14][CH:8]([NH:7][CH2:6][C:5]1[CH:27]=[CH:28][C:2]([Cl:1])=[CH:3][CH:4]=1)[C:9]([OH:11])=[O:10])([OH:19])[OH:22]. The catalyst class is: 33. (7) Reactant: [Cl:1][C:2]1[CH:3]=[CH:4][C:5]([OH:10])=[C:6]([CH:9]=1)[CH:7]=O.[C:11](#[N:14])[CH:12]=[CH2:13].C1N2CCN(CC2)C1. Product: [Cl:1][C:2]1[CH:9]=[C:6]2[C:5](=[CH:4][CH:3]=1)[O:10][CH2:13][C:12]([C:11]#[N:14])=[CH:7]2. The catalyst class is: 28. (8) Reactant: [CH:1]1([CH2:7][C:8]([CH3:19])([C:13]2[CH:18]=[CH:17][CH:16]=[CH:15][CH:14]=2)[C:9]([O:11]C)=[O:10])[CH2:6][CH2:5][CH2:4][CH2:3][CH2:2]1.C[Si](C)(C)[O-].[K+].O. Product: [CH:1]1([CH2:7][C:8]([CH3:19])([C:13]2[CH:14]=[CH:15][CH:16]=[CH:17][CH:18]=2)[C:9]([OH:11])=[O:10])[CH2:6][CH2:5][CH2:4][CH2:3][CH2:2]1. The catalyst class is: 7. (9) Product: [C:19]([O:18][C:16]([NH:32][C@@H:28]([CH2:27][CH2:26][C:25]([O:24][CH3:23])=[O:33])[C:29]([OH:31])=[O:30])=[O:17])([CH3:20])([CH3:21])[CH3:22]. The catalyst class is: 127. Reactant: CCN(CC)CC.[CH3:20][C:19]([O:18][C:16](O[C:16]([O:18][C:19]([CH3:22])([CH3:21])[CH3:20])=[O:17])=[O:17])([CH3:22])[CH3:21].[CH3:23][O:24][C:25](=[O:33])[CH2:26][CH2:27][CH:28]([NH2:32])[C:29]([OH:31])=[O:30].